This data is from Catalyst prediction with 721,799 reactions and 888 catalyst types from USPTO. The task is: Predict which catalyst facilitates the given reaction. (1) Reactant: C([O:3][C:4]([C:6]1[N:7]=[C:8]([C:11]2[CH:16]=[CH:15][CH:14]=[CH:13][CH:12]=2)[O:9][CH:10]=1)=[O:5])C.O[Li].O. Product: [C:11]1([C:8]2[O:9][CH:10]=[C:6]([C:4]([OH:5])=[O:3])[N:7]=2)[CH:12]=[CH:13][CH:14]=[CH:15][CH:16]=1. The catalyst class is: 20. (2) Reactant: [CH3:1][C:2]1([CH3:28])[C:6]([CH3:8])([CH3:7])[O:5][B:4]([C:9]2[CH:18]=[CH:17][C:16]3[C:11](=[CH:12][CH:13]=[C:14](B4OC(C)(C)C(C)(C)O4)[CH:15]=3)[CH:10]=2)[O:3]1.Br[C:30]1[CH:35]=[CH:34][C:33]([C:36]2[NH:40][C:39]([C@@H:41]3[CH2:46][C@@H:45]4[C@@H:43]([CH2:44]4)[N:42]3[C:47]([O:49][C:50]([CH3:53])([CH3:52])[CH3:51])=[O:48])=[N:38][CH:37]=2)=[CH:32][CH:31]=1.C([O-])([O-])=O.[Na+].[Na+]. Product: [CH3:7][C:6]1([CH3:8])[C:2]([CH3:1])([CH3:28])[O:3][B:4]([C:9]2[CH:10]=[C:11]3[C:16](=[CH:17][CH:18]=2)[CH:15]=[C:14]([C:30]2[CH:35]=[CH:34][C:33]([C:36]4[NH:40][C:39]([C@@H:41]5[CH2:46][C@@H:45]6[C@@H:43]([CH2:44]6)[N:42]5[C:47]([O:49][C:50]([CH3:53])([CH3:51])[CH3:52])=[O:48])=[N:38][CH:37]=4)=[CH:32][CH:31]=2)[CH:13]=[CH:12]3)[O:5]1. The catalyst class is: 108. (3) Reactant: [N+:1]([C:4]1[CH:9]=[CH:8][C:7]([CH:10]2[S:22][C:13]3=[N:14][C:15]4[C:20]([CH2:21][N:12]3[C:11]2=[O:23])=[CH:19][CH:18]=[CH:17][CH:16]=4)=[CH:6][CH:5]=1)([O-])=O. Product: [NH2:1][C:4]1[CH:9]=[CH:8][C:7]([CH:10]2[S:22][C:13]3=[N:14][C:15]4[C:20]([CH2:21][N:12]3[C:11]2=[O:23])=[CH:19][CH:18]=[CH:17][CH:16]=4)=[CH:6][CH:5]=1. The catalyst class is: 105. (4) The catalyst class is: 191. Reactant: [N:1]1([C:10]2[C@:26]3([CH3:27])[CH:13]([CH:14]4[CH:23]([CH2:24][CH2:25]3)[C@:22]3([CH3:28])[C:17](=[CH:18][C:19](=[O:29])[CH2:20][CH2:21]3)[CH2:16][CH2:15]4)[CH2:12][CH:11]=2)[C:5]2[CH:6]=[CH:7][CH:8]=[CH:9][C:4]=2[N:3]=[CH:2]1.O.O.O.O.O.O.O.[Cl-].[Ce+3].[Cl-].[Cl-].[BH4-].[Na+].O. Product: [N:1]1([C:10]2[C@:26]3([CH3:27])[CH:13]([CH:14]4[CH:23]([CH2:24][CH2:25]3)[C@:22]3([CH3:28])[C:17](=[CH:18][C@@H:19]([OH:29])[CH2:20][CH2:21]3)[CH2:16][CH2:15]4)[CH2:12][CH:11]=2)[C:5]2[CH:6]=[CH:7][CH:8]=[CH:9][C:4]=2[N:3]=[CH:2]1. (5) Reactant: [CH3:1][C:2]1[N:13]=[C:12]2[N:4]([C:5](=[O:19])[N:6]([CH2:14][CH2:15][CH2:16][CH2:17][CH3:18])[C:7]3[N:8]=[CH:9][NH:10][C:11]=32)[N:3]=1.[Br:20]N1C(=O)CCC1=O.C1(O)C=CC=CC=1. Product: [Br:20][C:9]1[NH:10][C:11]2[C:12]3=[N:13][C:2]([CH3:1])=[N:3][N:4]3[C:5](=[O:19])[N:6]([CH2:14][CH2:15][CH2:16][CH2:17][CH3:18])[C:7]=2[N:8]=1. The catalyst class is: 1. (6) Reactant: C(N(C(C)C)CC)(C)C.[CH2:10]([O:14][C:15]1[CH:20]=[C:19](Cl)[N:18]=[CH:17][N:16]=1)[C:11]#[C:12][CH3:13].[Cl:22][C:23]1[CH:28]=[CH:27][CH:26]=[CH:25][C:24]=1[SH:29].[Cl-].[NH4+]. Product: [CH2:10]([O:14][C:15]1[CH:20]=[C:19]([S:29][C:24]2[CH:25]=[CH:26][CH:27]=[CH:28][C:23]=2[Cl:22])[N:18]=[CH:17][N:16]=1)[C:11]#[C:12][CH3:13]. The catalyst class is: 22.